This data is from NCI-60 drug combinations with 297,098 pairs across 59 cell lines. The task is: Regression. Given two drug SMILES strings and cell line genomic features, predict the synergy score measuring deviation from expected non-interaction effect. Drug 1: C1CN1P(=S)(N2CC2)N3CC3. Drug 2: C1CNP(=O)(OC1)N(CCCl)CCCl. Cell line: SK-OV-3. Synergy scores: CSS=-0.861, Synergy_ZIP=0.899, Synergy_Bliss=1.51, Synergy_Loewe=-0.522, Synergy_HSA=-0.350.